From a dataset of Forward reaction prediction with 1.9M reactions from USPTO patents (1976-2016). Predict the product of the given reaction. (1) Given the reactants F[B-](F)(F)F.[O:6]=[N+:7]=[O:8].[F:9][C:10]([F:27])([F:26])[O:11][C:12]1[CH:25]=[CH:24][C:15]([CH2:16][NH:17][C:18](=[O:23])[C:19]([CH3:22])([CH3:21])[CH3:20])=[CH:14][CH:13]=1.CCOCC, predict the reaction product. The product is: [N+:7]([C:13]1[CH:14]=[C:15]([CH:24]=[CH:25][C:12]=1[O:11][C:10]([F:9])([F:26])[F:27])[CH2:16][NH:17][C:18](=[O:23])[C:19]([CH3:21])([CH3:22])[CH3:20])([O-:8])=[O:6]. (2) Given the reactants [CH3:1][C:2]1([S:9]([C:12]2[CH:17]=[CH:16][CH:15]=[C:14]([C:18]([F:21])([F:20])[F:19])[CH:13]=2)(=[O:11])=[O:10])[CH2:7][CH2:6][C:5](=O)[CH2:4][CH2:3]1.[CH2:22]([NH2:29])[C:23]1[CH:28]=[CH:27][CH:26]=[CH:25][CH:24]=1.CC(O)=O, predict the reaction product. The product is: [CH2:22]([NH:29][CH:5]1[CH2:4][CH2:3][C:2]([CH3:1])([S:9]([C:12]2[CH:17]=[CH:16][CH:15]=[C:14]([C:18]([F:20])([F:21])[F:19])[CH:13]=2)(=[O:10])=[O:11])[CH2:7][CH2:6]1)[C:23]1[CH:28]=[CH:27][CH:26]=[CH:25][CH:24]=1. (3) Given the reactants N1CC(CN2C3C=CC=CC=3N=C2CN(C)C2C3N=CC=CC=3CCC2)C1.[CH3:28][N:29]([CH2:40][C:41]1[N:45]([CH2:46][CH:47]2CC[CH2:50][N:49]([CH3:53])[CH2:48]2)[C:44]2[CH:54]=[CH:55][CH:56]=[CH:57][C:43]=2[N:42]=1)[CH:30]1[C:39]2[N:38]=[CH:37][CH:36]=[CH:35][C:34]=2[CH2:33][CH2:32][CH2:31]1, predict the reaction product. The product is: [CH3:28][N:29]([CH2:40][C:41]1[N:45]([CH2:46][CH:47]2[CH2:48][N:49]([CH3:50])[CH2:53]2)[C:44]2[CH:54]=[CH:55][CH:56]=[CH:57][C:43]=2[N:42]=1)[CH:30]1[C:39]2[N:38]=[CH:37][CH:36]=[CH:35][C:34]=2[CH2:33][CH2:32][CH2:31]1. (4) Given the reactants CS(Cl)(=O)=O.[Br:6][C:7]1[CH:12]=[C:11]([Cl:13])[CH:10]=[CH:9][C:8]=1[CH:14](O)[CH3:15].CCN(CC)CC.[Cl:24][C:25]1[CH:30]=[CH:29][C:28]([C:31]2[CH:36]=[CH:35][C:34]([NH2:37])=[CH:33][CH:32]=2)=[CH:27][CH:26]=1, predict the reaction product. The product is: [Br:6][C:7]1[CH:12]=[C:11]([Cl:13])[CH:10]=[CH:9][C:8]=1[CH:14]([NH:37][C:34]1[CH:33]=[CH:32][C:31]([C:28]2[CH:29]=[CH:30][C:25]([Cl:24])=[CH:26][CH:27]=2)=[CH:36][CH:35]=1)[CH3:15]. (5) Given the reactants [CH2:1]([O:8][C:9]1[CH:10]=[C:11]([CH:14]=[CH:15][CH:16]=1)[CH:12]=[O:13])[C:2]1[CH:7]=[CH:6][CH:5]=[CH:4][CH:3]=1.[CH2:17]([O:19][CH2:20][C:21]([O:23][CH2:24][CH3:25])=[O:22])[CH3:18].COC(=O)C(OC)C(C1C=CC=C(OCC2C=CC=CC=2)C=1)O, predict the reaction product. The product is: [CH2:24]([O:23][C:21](=[O:22])[CH:20]([O:19][CH2:17][CH3:18])[CH:12]([C:11]1[CH:14]=[CH:15][CH:16]=[C:9]([O:8][CH2:1][C:2]2[CH:3]=[CH:4][CH:5]=[CH:6][CH:7]=2)[CH:10]=1)[OH:13])[CH3:25]. (6) Given the reactants [C:1]([O:5][C:6]([NH:8][C@@H:9]([CH:24]([CH3:26])[CH3:25])[C:10]([N:12]1[C:16]2=[N:17][CH:18]=[CH:19][CH:20]=[C:15]2[CH2:14][CH:13]1[C:21](O)=[O:22])=[O:11])=[O:7])([CH3:4])([CH3:3])[CH3:2].C(N(C(C)C)CC)(C)C.C1(P(Cl)(C2C=CC=CC=2)=O)C=CC=CC=1.[F:51][C:52]1[CH:58]=[CH:57][CH:56]=[C:55]([F:59])[C:53]=1[NH2:54].OS([O-])(=O)=O.[K+], predict the reaction product. The product is: [F:51][C:52]1[CH:58]=[CH:57][CH:56]=[C:55]([F:59])[C:53]=1[NH:54][C:21]([C@H:13]1[N:12]([C:10](=[O:11])[C@@H:9]([NH:8][C:6](=[O:7])[O:5][C:1]([CH3:4])([CH3:2])[CH3:3])[CH:24]([CH3:25])[CH3:26])[C:16]2=[N:17][CH:18]=[CH:19][CH:20]=[C:15]2[CH2:14]1)=[O:22].[F:51][C:52]1[CH:58]=[CH:57][CH:56]=[C:55]([F:59])[C:53]=1[NH:54][C:21]([C@H:13]1[N:12]([C:10](=[O:11])[C@H:9]([NH:8][C:6](=[O:7])[O:5][C:1]([CH3:4])([CH3:2])[CH3:3])[CH:24]([CH3:25])[CH3:26])[C:16]2=[N:17][CH:18]=[CH:19][CH:20]=[C:15]2[CH2:14]1)=[O:22]. (7) Given the reactants [CH3:1][O:2][C:3](=[O:19])[CH2:4][C:5]1[C:13]2[C:8](=[CH:9][C:10]([O:14]C)=[CH:11][CH:12]=2)[N:7]([C:16](=[O:18])[CH3:17])[CH:6]=1.B(Br)(Br)Br, predict the reaction product. The product is: [CH3:1][O:2][C:3](=[O:19])[CH2:4][C:5]1[C:13]2[C:8](=[CH:9][C:10]([OH:14])=[CH:11][CH:12]=2)[N:7]([C:16](=[O:18])[CH3:17])[CH:6]=1. (8) Given the reactants [Cl:1][C:2]1[CH:7]=[C:6]([O:8][C:9]2[C:18]3[C:13](=[CH:14][C:15]([O:21][CH3:22])=[C:16]([O:19][CH3:20])[CH:17]=3)[N:12]=[CH:11][N:10]=2)[CH:5]=[CH:4][C:3]=1[NH:23][C:24]([NH:26][CH2:27][CH2:28][CH3:29])=[O:25].[H-].[Na+].[C:32](Cl)(=[O:34])[CH3:33], predict the reaction product. The product is: [C:32]([N:23]([C:3]1[CH:4]=[CH:5][C:6]([O:8][C:9]2[C:18]3[C:13](=[CH:14][C:15]([O:21][CH3:22])=[C:16]([O:19][CH3:20])[CH:17]=3)[N:12]=[CH:11][N:10]=2)=[CH:7][C:2]=1[Cl:1])[C:24]([NH:26][CH2:27][CH2:28][CH3:29])=[O:25])(=[O:34])[CH3:33].